From a dataset of Cav3 T-type calcium channel HTS with 100,875 compounds. Binary Classification. Given a drug SMILES string, predict its activity (active/inactive) in a high-throughput screening assay against a specified biological target. (1) The drug is S(CCC(NC(=O)c1occc1)C(OC(C(=O)NC(=O)NC1CCCCC1)C)=O)C. The result is 0 (inactive). (2) The drug is Clc1ccc(CN(C(c2n(nnn2)C2CCCC2)c2sccc2)CC2OCCC2)cc1. The result is 1 (active). (3) The drug is s1c2c(n(c(c2)C(=O)Nc2c(cccc2)C(OC)=O)C)cc1. The result is 0 (inactive). (4) The drug is O1C2(OCCCC2)C(O)C(O)CC1CCO. The result is 0 (inactive).